Task: Predict the product of the given reaction.. Dataset: Forward reaction prediction with 1.9M reactions from USPTO patents (1976-2016) (1) Given the reactants [NH2:1][C:2]1[CH:3]=[N:4][CH:5]=[N:6][CH:7]=1.C([Li])CCC.Cl[C:14]1[N:19]=[C:18]([N:20]2[CH2:25][CH2:24][O:23][CH2:22][CH2:21]2)[N:17]=[C:16]([N:26]2[C:30]3[CH:31]=[CH:32][CH:33]=[C:34]([O:35][CH3:36])[C:29]=3[N:28]=[C:27]2[CH:37]([F:39])[F:38])[N:15]=1, predict the reaction product. The product is: [F:39][CH:37]([F:38])[C:27]1[N:26]([C:16]2[N:17]=[C:18]([N:20]3[CH2:25][CH2:24][O:23][CH2:22][CH2:21]3)[N:19]=[C:14]([NH:1][C:2]3[CH:3]=[N:4][CH:5]=[N:6][CH:7]=3)[N:15]=2)[C:30]2[CH:31]=[CH:32][CH:33]=[C:34]([O:35][CH3:36])[C:29]=2[N:28]=1. (2) Given the reactants [C:1]([C:3]1[CH:4]=[C:5]([CH:19]=[CH:20][CH:21]=1)[CH2:6][CH:7]1[C:14]2[CH:13]=[C:12]([C:15]([O:17]C)=[O:16])[NH:11][C:10]=2[CH2:9][CH2:8]1)#[N:2].[Li+].[OH-:23], predict the reaction product. The product is: [C:1]([C:3]1[CH:4]=[C:5]([CH:19]=[CH:20][CH:21]=1)[CH2:6][CH:7]1[C:14]2[CH:13]=[C:12]([C:15]([OH:17])=[O:16])[NH:11][C:10]=2[CH2:9][CH2:8]1)(=[O:23])[NH2:2].[C:1]([C:3]1[CH:4]=[C:5]([CH:19]=[CH:20][CH:21]=1)[CH2:6][CH:7]1[C:14]2[CH:13]=[C:12]([C:15]([OH:17])=[O:16])[NH:11][C:10]=2[CH2:9][CH2:8]1)#[N:2]. (3) Given the reactants [C:1]([N:4]1[C:13]2[C:8](=[CH:9][C:10]([C:14]#[N:15])=[CH:11][CH:12]=2)[C@H:7]([NH:16][C:17]2[C:22]([CH2:23][OH:24])=[CH:21][CH:20]=[CH:19][N:18]=2)[C@@H:6]([CH3:25])[C@@H:5]1[CH:26]1[CH2:28][CH2:27]1)(=[O:3])[CH3:2].C(=O)([O-])[O-:30].[K+].[K+].OO, predict the reaction product. The product is: [C:1]([N:4]1[C:13]2[C:8](=[CH:9][C:10]([C:14]([NH2:15])=[O:30])=[CH:11][CH:12]=2)[C@H:7]([NH:16][C:17]2[C:22]([CH2:23][OH:24])=[CH:21][CH:20]=[CH:19][N:18]=2)[C@@H:6]([CH3:25])[C@@H:5]1[CH:26]1[CH2:28][CH2:27]1)(=[O:3])[CH3:2]. (4) Given the reactants [Br:1]N1C(=O)CCC1=O.[CH3:9][O:10][C:11]1[CH:16]=[C:15]([Si:17]([CH3:20])([CH3:19])[CH3:18])[N:14]2[N:21]=[C:22]([C:24]3[CH:29]=[CH:28][CH:27]=[CH:26][CH:25]=3)[CH:23]=[C:13]2[CH:12]=1.C(=O)(O)[O-].[Na+], predict the reaction product. The product is: [Br:1][C:23]1[C:22]([C:24]2[CH:29]=[CH:28][CH:27]=[CH:26][CH:25]=2)=[N:21][N:14]2[C:15]([Si:17]([CH3:20])([CH3:19])[CH3:18])=[CH:16][C:11]([O:10][CH3:9])=[CH:12][C:13]=12. (5) Given the reactants Br[C:2]1[CH:3]=[C:4]([C:23]([CH3:26])([CH3:25])[CH3:24])[C:5]([O:21][CH3:22])=[C:6]([CH:20]=1)[CH2:7][O:8][C:9]1[CH:14]=[CH:13][C:12]([NH:15][S:16]([CH3:19])(=[O:18])=[O:17])=[CH:11][CH:10]=1.[C:27]([O-:30])([O-])=O.[Na+].[Na+], predict the reaction product. The product is: [C:23]([C:4]1[C:5]([O:21][CH3:22])=[C:6]([CH:20]=[C:2]([C:9]2[C:27](=[O:30])[NH:15][CH:12]=[CH:11][CH:10]=2)[CH:3]=1)[CH2:7][O:8][C:9]1[CH:14]=[CH:13][C:12]([NH:15][S:16]([CH3:19])(=[O:18])=[O:17])=[CH:11][CH:10]=1)([CH3:26])([CH3:25])[CH3:24]. (6) Given the reactants ClC1C=CC(OCC(O)=O)=C([C:8]2[CH:13]=[CH:12][C:11]([C:14]([N:16]3[CH2:20][CH2:19][CH2:18][CH2:17]3)=[O:15])=[C:10]([F:21])[CH:9]=2)C=1.B([C:30]1[CH:41]=[C:40]([C:42]([F:45])([F:44])[F:43])[CH:39]=[CH:38][C:31]=1[O:32][C@@H:33]([CH3:37])[C:34]([OH:36])=[O:35])(O)O, predict the reaction product. The product is: [F:21][C:10]1[CH:9]=[C:8]([C:30]2[CH:41]=[C:40]([C:42]([F:45])([F:44])[F:43])[CH:39]=[CH:38][C:31]=2[O:32][C@@H:33]([CH3:37])[C:34]([OH:36])=[O:35])[CH:13]=[CH:12][C:11]=1[C:14]([N:16]1[CH2:20][CH2:19][CH2:18][CH2:17]1)=[O:15]. (7) Given the reactants C[O:2][C:3](=[O:35])[C:4]1[CH:9]=[C:8]([O:10][CH3:11])[CH:7]=[CH:6][C:5]=1[C:12]1[CH:16]=[C:15]([CH2:17][N:18]2[CH:23]=[C:22]3[N:24]=[C:25]([C:27]4[CH:32]=[CH:31][CH:30]=[C:29]([F:33])[C:28]=4[F:34])[N:26]=[C:21]3[CH:20]=[N:19]2)[O:14][N:13]=1.Cl, predict the reaction product. The product is: [F:34][C:28]1[C:29]([F:33])=[CH:30][CH:31]=[CH:32][C:27]=1[C:25]1[N:26]=[C:21]2[CH:20]=[N:19][N:18]([CH2:17][C:15]3[O:14][N:13]=[C:12]([C:5]4[CH:6]=[CH:7][C:8]([O:10][CH3:11])=[CH:9][C:4]=4[C:3]([OH:35])=[O:2])[CH:16]=3)[CH:23]=[C:22]2[N:24]=1. (8) Given the reactants C([O:3][C:4](=[O:12])[C:5]1[CH:10]=[CH:9][CH:8]=[N:7][C:6]=1Cl)C.[F:13][C:14]1[CH:19]=[CH:18][C:17]([OH:20])=[CH:16][CH:15]=1.C(=O)([O-])[O-].[Cs+].[Cs+], predict the reaction product. The product is: [F:13][C:14]1[CH:19]=[CH:18][C:17]([O:20][C:6]2[N:7]=[CH:8][CH:9]=[CH:10][C:5]=2[C:4]([OH:3])=[O:12])=[CH:16][CH:15]=1. (9) Given the reactants C([O:3][C:4]([C@H:6]1[CH2:11][CH2:10][C@H:9]([NH:12][C:13]2[NH:17][C:16]3[CH:18]=[CH:19][CH:20]=[CH:21][C:15]=3[N:14]=2)[CH2:8][CH2:7]1)=[O:5])C, predict the reaction product. The product is: [NH:14]1[C:15]2[CH:21]=[CH:20][CH:19]=[CH:18][C:16]=2[N:17]=[C:13]1[NH:12][C@H:9]1[CH2:8][CH2:7][C@H:6]([C:4]([OH:5])=[O:3])[CH2:11][CH2:10]1. (10) Given the reactants [CH2:1]([C:3]1[CH:4]=[C:5]([CH:7]=[CH:8][CH:9]=1)[NH2:6])[CH3:2].[CH2:10](O)[CH3:11].C(=O)([O-])[O-].[Na+].[Na+].[CH2:19](I)[CH3:20], predict the reaction product. The product is: [CH2:19]([N:6]([CH2:10][CH3:11])[C:5]1[CH:7]=[CH:8][CH:9]=[C:3]([CH2:1][CH3:2])[CH:4]=1)[CH3:20].